Predict the reactants needed to synthesize the given product. From a dataset of Full USPTO retrosynthesis dataset with 1.9M reactions from patents (1976-2016). (1) Given the product [Cl:24][C:17]1[CH:16]=[CH:15][C:14]([NH:13][C:2]([N:47]2[C:48]3[C:44](=[CH:43][C:42]([O:41][C:39]4[CH:38]=[CH:37][N:36]=[C:35]([NH2:34])[N:40]=4)=[CH:50][CH:49]=3)[CH2:45][CH2:46]2)=[O:4])=[CH:19][C:18]=1[C:20]([F:21])([F:22])[F:23], predict the reactants needed to synthesize it. The reactants are: Cl[C:2](Cl)([O:4]C(=O)OC(Cl)(Cl)Cl)Cl.[NH2:13][C:14]1[CH:15]=[CH:16][C:17]([Cl:24])=[C:18]([C:20]([F:23])([F:22])[F:21])[CH:19]=1.C(N(C(C)C)C(C)C)C.[NH2:34][C:35]1[N:40]=[C:39]([O:41][C:42]2[CH:43]=[C:44]3[C:48](=[CH:49][CH:50]=2)[NH:47][CH2:46][CH2:45]3)[CH:38]=[CH:37][N:36]=1. (2) Given the product [NH2:66][C@H:67]1[CH2:72][CH2:71][C@H:70]([NH:73][C:2]2[CH:3]=[C:4]([NH:14][C:15]3[CH:16]=[CH:17][CH:18]=[CH:19][CH:20]=3)[C:5]3[N:6]([C:8]([C:11]([NH:35][C:34]4[CH:36]=[CH:37][C:31]([F:30])=[CH:32][CH:33]=4)=[O:13])=[CH:9][N:10]=3)[N:7]=2)[CH2:69][CH2:68]1, predict the reactants needed to synthesize it. The reactants are: Cl[C:2]1[CH:3]=[C:4]([N:14](CC2C=CC(OC)=CC=2)[C:15]2[CH:20]=[CH:19][CH:18]=[CH:17][CH:16]=2)[C:5]2[N:6]([C:8]([C:11]([OH:13])=O)=[CH:9][N:10]=2)[N:7]=1.[F:30][C:31]1[CH:37]=[CH:36][C:34]([NH2:35])=[CH:33][CH:32]=1.CCN=C=NCCCN(C)C.C1C=CC2N(O)N=NC=2C=1.C(N(CC)CC)C.[NH2:66][C@H:67]1[CH2:72][CH2:71][C@H:70]([NH2:73])[CH2:69][CH2:68]1. (3) Given the product [C:1]([O:4][C@@H:5]1[C@@H:10]([O:11][C:12](=[O:14])[CH3:13])[C@H:9]([C:15]2[CH:20]=[CH:19][C:18]([CH2:39][CH3:40])=[C:17]([CH2:22][C:23]3[CH:32]=[CH:31][C:26]4[O:27][CH2:28][CH2:29][O:30][C:25]=4[CH:24]=3)[CH:16]=2)[O:8][CH:7]([O:33][CH3:34])[C@H:6]1[O:35][C:36](=[O:38])[CH3:37])(=[O:3])[CH3:2], predict the reactants needed to synthesize it. The reactants are: [C:1]([O:4][C@@H:5]1[C@@H:10]([O:11][C:12](=[O:14])[CH3:13])[C@H:9]([C:15]2[CH:20]=[CH:19][C:18](Br)=[C:17]([CH2:22][C:23]3[CH:32]=[CH:31][C:26]4[O:27][CH2:28][CH2:29][O:30][C:25]=4[CH:24]=3)[CH:16]=2)[O:8][CH:7]([O:33][CH3:34])[C@H:6]1[O:35][C:36](=[O:38])[CH3:37])(=[O:3])[CH3:2].[CH:39]1(P(C2CCCCC2)C2CCCCC2)CCCC[CH2:40]1.[O-]P([O-])([O-])=O.[K+].[K+].[K+].C(B(O)O)C. (4) The reactants are: Cl.[CH2:2]([O:4][C:5](=[O:8])[CH2:6][NH2:7])[CH3:3].C(N([CH2:14][CH3:15])CC)C.C([CH:18]([C:22](Cl)=[O:23])[C:19](Cl)=[O:20])C.C(=O)([O-])[O-:26].[K+].[K+]. Given the product [CH2:2]([O:4][C:5](=[O:8])[CH2:6][NH:7][C:22](=[O:23])[CH2:18][C:19]([O:20][CH2:14][CH3:15])=[O:26])[CH3:3], predict the reactants needed to synthesize it. (5) Given the product [CH2:1]([C:3]1[C:4]([CH2:16][O:17][C:18]2[CH:23]=[CH:22][C:21]([C:24]3[C:28]([CH3:29])=[C:27]([C:30]#[N:32])[N:26]([CH3:33])[N:25]=3)=[CH:20][C:19]=2[CH3:34])=[C:5]([N:9]2[C:13](=[O:14])[N:12]([CH3:15])[N:11]=[N:10]2)[CH:6]=[CH:7][CH:8]=1)[CH3:2], predict the reactants needed to synthesize it. The reactants are: [CH2:1]([C:3]1[C:4]([CH2:16][O:17][C:18]2[CH:23]=[CH:22][C:21]([C:24]3[C:28]([CH3:29])=[C:27]([C:30]([NH2:32])=O)[N:26]([CH3:33])[N:25]=3)=[CH:20][C:19]=2[CH3:34])=[C:5]([N:9]2[C:13](=[O:14])[N:12]([CH3:15])[N:11]=[N:10]2)[CH:6]=[CH:7][CH:8]=1)[CH3:2].CC1C(COC2C=CC(C3C(C)=C(C(N)=O)N(C)N=3)=CC=2C)=C(N2C(=O)N(C)N=N2)C=CC=1.